From a dataset of Forward reaction prediction with 1.9M reactions from USPTO patents (1976-2016). Predict the product of the given reaction. The product is: [Cl:1][C:2]1[S:3][C:14]([Cl:16])=[C:5]([CH3:4])[C:6]=1[CH:7]=[O:10]. Given the reactants [Cl:1][C:2]1[S:3][C:4](Cl)=[CH:5][C:6]=1[CH3:7].C[O:10]C(Cl)Cl.[CH2:14]([Cl:16])Cl, predict the reaction product.